This data is from Forward reaction prediction with 1.9M reactions from USPTO patents (1976-2016). The task is: Predict the product of the given reaction. Given the reactants [OH:1][CH2:2][C:3]12[CH2:8][CH:7]1[CH2:6][N:5]([C:9]([O:11][C:12]([CH3:15])([CH3:14])[CH3:13])=[O:10])[CH2:4]2.[C:16](O)(=[O:23])[C:17]1[CH:22]=[CH:21][CH:20]=[CH:19][CH:18]=1.CCN=C=NCCCN(C)C.Cl.Cl, predict the reaction product. The product is: [C:16]([O:1][CH2:2][C:3]12[CH2:8][CH:7]1[CH2:6][N:5]([C:9]([O:11][C:12]([CH3:15])([CH3:14])[CH3:13])=[O:10])[CH2:4]2)(=[O:23])[C:17]1[CH:22]=[CH:21][CH:20]=[CH:19][CH:18]=1.